This data is from Blood-brain barrier permeability classification from the B3DB database. The task is: Regression/Classification. Given a drug SMILES string, predict its absorption, distribution, metabolism, or excretion properties. Task type varies by dataset: regression for continuous measurements (e.g., permeability, clearance, half-life) or binary classification for categorical outcomes (e.g., BBB penetration, CYP inhibition). Dataset: b3db_classification. (1) The drug is OC(Cn1cncn1)(Cn1cncn1)c1ccc(F)cc1F. The result is 1 (penetrates BBB). (2) The compound is CN1CC[C@]23c4c5ccc(O)c4O[C@H]2C(O)C=C[C@H]3[C@H]1C5. The result is 1 (penetrates BBB). (3) The drug is CN1C(C(=O)Nc2nccs2)=C(O)c2ccccc2S1(=O)=O. The result is 1 (penetrates BBB). (4) The compound is CCCCC1CCN(CCCN2C(=O)CCc3ccccc32)CC1. The result is 1 (penetrates BBB). (5) The molecule is CC[C@]1(C)CC(=O)NC1=O. The result is 1 (penetrates BBB). (6) The drug is Nc1cccc(-n2ccccc2=O)c1. The result is 1 (penetrates BBB). (7) The drug is c1ccc(-c2nc(N3CCNCC3)cc3ccccc23)cc1. The result is 1 (penetrates BBB).